This data is from Reaction yield outcomes from USPTO patents with 853,638 reactions. The task is: Predict the reaction yield, written as a fraction of the theoretical maximum amount of product (1.0 means a 100% yield; for example, 0.34 means a 34% yield). (1) The reactants are [OH:1][N:2]=[C:3]1[C:15]2[CH:14]=[CH:13][C:12]([O:16][CH3:17])=[CH:11][C:10]=2[C:9]2[C:4]1=[CH:5][CH:6]=[C:7]([O:18][CH3:19])[CH:8]=2.C(N(CC)CC)C.[C:27]1([CH3:37])[CH:32]=[CH:31][C:30]([S:33](Cl)(=[O:35])=[O:34])=[CH:29][CH:28]=1. The catalyst is O1CCCC1. The product is [CH3:37][C:27]1[CH:32]=[CH:31][C:30]([S:33]([O:1][N:2]=[C:3]2[C:4]3[CH:5]=[CH:6][C:7]([O:18][CH3:19])=[CH:8][C:9]=3[C:10]3[C:15]2=[CH:14][CH:13]=[C:12]([O:16][CH3:17])[CH:11]=3)(=[O:35])=[O:34])=[CH:29][CH:28]=1. The yield is 0.520. (2) The reactants are N(C(OCC)=O)=NC(OCC)=O.[CH2:13]([OH:16])[C:14]#[CH:15].C1(P(C2C=CC=CC=2)C2C=CC=CC=2)C=CC=CC=1.O[N:37]1[C:41](=[O:42])[C:40]2=[CH:43][CH:44]=[CH:45][CH:46]=[C:39]2[C:38]1=[O:47]. The catalyst is C1COCC1. The product is [CH2:13]([O:16][N:37]1[C:41](=[O:42])[C:40]2[C:39](=[CH:46][CH:45]=[CH:44][CH:43]=2)[C:38]1=[O:47])[C:14]#[CH:15]. The yield is 0.730.